Dataset: Experimental lipophilicity measurements (octanol/water distribution) for 4,200 compounds from AstraZeneca. Task: Regression/Classification. Given a drug SMILES string, predict its absorption, distribution, metabolism, or excretion properties. Task type varies by dataset: regression for continuous measurements (e.g., permeability, clearance, half-life) or binary classification for categorical outcomes (e.g., BBB penetration, CYP inhibition). For this dataset (lipophilicity_astrazeneca), we predict Y. The molecule is COc1ccc2nc(C)cc(-n3cc(CN4CCN(C(C)=O)CC4)nn3)c2c1. The Y is 1.30 logD.